This data is from Forward reaction prediction with 1.9M reactions from USPTO patents (1976-2016). The task is: Predict the product of the given reaction. (1) Given the reactants C1C=C(Cl)C=C(C(OO)=[O:9])C=1.[Br:12][C:13]1[C:28]([CH3:29])=[CH:27][C:16]([O:17][CH2:18][CH:19]([C:24]([CH3:26])=[CH2:25])[C:20]([CH3:23])([OH:22])[CH3:21])=[CH:15][C:14]=1[CH3:30], predict the reaction product. The product is: [Br:12][C:13]1[C:28]([CH3:29])=[CH:27][C:16]([O:17][CH2:18][CH:19]([C:24]2([CH3:26])[CH2:25][O:9]2)[C:20]([CH3:23])([OH:22])[CH3:21])=[CH:15][C:14]=1[CH3:30]. (2) The product is: [Br:12][C:13]1[CH:18]=[CH:17][C:16]([C:19]2[CH2:1][C:2]([CH2:5][OH:6])([CH2:3][OH:4])[O:21][N:20]=2)=[CH:15][CH:14]=1. Given the reactants [CH2:1]=[C:2]([CH2:5][OH:6])[CH2:3][OH:4].C([Zn]CC)C.[Br:12][C:13]1[CH:18]=[CH:17][C:16]([C:19](Cl)=[N:20][OH:21])=[CH:15][CH:14]=1.[Cl-].[NH4+], predict the reaction product. (3) Given the reactants [NH2:1][C:2]([CH3:6])([CH3:5])[CH2:3][OH:4].[O:7]1[CH:9]([CH2:10][CH3:11])[CH2:8]1, predict the reaction product. The product is: [OH:7][CH:9]([CH2:10][CH3:11])[CH2:8][NH:1][C:2]([CH3:6])([CH3:5])[CH2:3][OH:4]. (4) Given the reactants [C-:1]#[N:2].[Na+].Br[CH2:5][C:6]1[CH:11]=[CH:10][C:9]([O:12][CH:13]([F:15])[F:14])=[C:8]([O:16][CH3:17])[CH:7]=1.O, predict the reaction product. The product is: [F:14][CH:13]([F:15])[O:12][C:9]1[CH:10]=[CH:11][C:6]([CH2:5][C:1]#[N:2])=[CH:7][C:8]=1[O:16][CH3:17]. (5) Given the reactants [F:1][C:2]([F:7])([F:6])[C:3](O)=[O:4].[CH3:8][S:9]([N:12]1[CH2:17][CH2:16][N:15](C(OC(C)(C)C)=O)[CH2:14][CH2:13]1)(=[O:11])=[O:10], predict the reaction product. The product is: [F:1][C:2]([F:7])([F:6])[C:3]([N:15]1[CH2:16][CH2:17][N:12]([S:9]([CH3:8])(=[O:11])=[O:10])[CH2:13][CH2:14]1)=[O:4]. (6) Given the reactants [Cl:1][CH2:2][C:3]([NH:5][CH2:6][C:7]1[CH:12]=[CH:11][CH:10]=[CH:9][N:8]=1)=[O:4].[ClH:13].Cl.[CH2:15]([N:24]1[CH2:29][CH2:28][NH:27][CH2:26][CH2:25]1)[C:16]([C:18]1[CH:23]=[CH:22][CH:21]=[CH:20][CH:19]=1)=[O:17].C([O-])([O-])=O.[K+].[K+], predict the reaction product. The product is: [ClH:1].[ClH:13].[ClH:1].[CH2:15]([N:24]1[CH2:29][CH2:28][N:27]([CH2:2][C:3]([NH:5][CH2:6][C:7]2[CH:12]=[CH:11][CH:10]=[CH:9][N:8]=2)=[O:4])[CH2:26][CH2:25]1)[C:16]([C:18]1[CH:19]=[CH:20][CH:21]=[CH:22][CH:23]=1)=[O:17]. (7) Given the reactants [O:1]1[C:5]2[CH:6]=[CH:7][C:8]([CH:10]([CH2:15][C:16](=[O:23])[CH2:17][C:18]([O:20][CH2:21][CH3:22])=[O:19])[CH2:11][C:12]([OH:14])=[O:13])=[CH:9][C:4]=2[O:3][CH2:2]1.[CH2:24](O)[CH3:25], predict the reaction product. The product is: [O:1]1[C:5]2[CH:6]=[CH:7][C:8]([CH:10]([CH2:15][C:16](=[O:23])[CH2:17][C:18]([O:20][CH2:21][CH3:22])=[O:19])[CH2:11][C:12]([O:14][CH2:24][CH3:25])=[O:13])=[CH:9][C:4]=2[O:3][CH2:2]1.